This data is from Cav3 T-type calcium channel HTS with 100,875 compounds. The task is: Binary Classification. Given a drug SMILES string, predict its activity (active/inactive) in a high-throughput screening assay against a specified biological target. (1) The drug is s1c2CC(NCCC)CCc2nc1N. The result is 0 (inactive). (2) The molecule is Fc1c(n2c(nn(c2=O)CC#N)C)cccc1. The result is 0 (inactive). (3) The compound is S(CC(OCc1ccccc1)=O)c1oc(nn1)c1sccc1. The result is 0 (inactive). (4) The molecule is O(c1ccc(N2C(=O)c3c(C2=O)cccc3)cc1)CC. The result is 0 (inactive).